This data is from Reaction yield outcomes from USPTO patents with 853,638 reactions. The task is: Predict the reaction yield, written as a fraction of the theoretical maximum amount of product (1.0 means a 100% yield; for example, 0.34 means a 34% yield). (1) The reactants are C([N:8]1[CH2:13][CH2:12][C:11]([C:20]([N:22]2[CH2:27][CH2:26][N:25]([CH3:28])[CH2:24][CH2:23]2)=[O:21])([C:14]2[CH:19]=[CH:18][CH:17]=[CH:16][CH:15]=2)[CH2:10][CH2:9]1)C1C=CC=CC=1.[H][H]. The catalyst is CO.[Pd]. The product is [CH3:28][N:25]1[CH2:26][CH2:27][N:22]([C:20]([C:11]2([C:14]3[CH:19]=[CH:18][CH:17]=[CH:16][CH:15]=3)[CH2:10][CH2:9][NH:8][CH2:13][CH2:12]2)=[O:21])[CH2:23][CH2:24]1. The yield is 1.00. (2) The reactants are NC1C2C(C3C=CC(N[C:18]([C:20]4[N:21]([CH3:29])[C:22]5[C:27]([CH:28]=4)=[CH:26][CH:25]=[CH:24][CH:23]=5)=[O:19])=C(OC)C=3)=CSC=2C(C#CCCCCN2C(=O)C3C(=CC=CC=3)C2=O)=CN=1.[OH2:49].NN. The catalyst is C(O)C. The product is [CH3:29][N:21]1[C:22]2[C:27](=[CH:26][CH:25]=[CH:24][CH:23]=2)[CH:28]=[C:20]1[C:18]([OH:19])=[O:49]. The yield is 0.100.